Task: Predict the reactants needed to synthesize the given product.. Dataset: Full USPTO retrosynthesis dataset with 1.9M reactions from patents (1976-2016) (1) Given the product [F:27][C:22]1[CH:23]=[CH:24][CH:25]=[CH:26][C:21]=1[CH2:20][O:19][C:16]1[CH:17]=[CH:18][C:13]([C@@H:10]2[NH:9][C@:8]([CH2:7][OH:6])([C:28]([N:30]([CH3:31])[CH3:32])=[O:29])[CH2:12][CH2:11]2)=[CH:14][CH:15]=1, predict the reactants needed to synthesize it. The reactants are: CC([Si](C)(C)[O:6][CH2:7][C@@:8]1([C:28]([N:30]([CH3:32])[CH3:31])=[O:29])[CH2:12][CH2:11][C@H:10]([C:13]2[CH:18]=[CH:17][C:16]([O:19][CH2:20][C:21]3[CH:26]=[CH:25][CH:24]=[CH:23][C:22]=3[F:27])=[CH:15][CH:14]=2)[NH:9]1)(C)C. (2) Given the product [NH:2]=[C:1]([S:3][CH3:16])[C:4]1[C:5]([CH3:15])=[CH:6][C:7]([CH3:14])=[C:8]([CH:13]=1)[C:9]([O:11][CH3:12])=[O:10], predict the reactants needed to synthesize it. The reactants are: [C:1]([C:4]1[C:5]([CH3:15])=[CH:6][C:7]([CH3:14])=[C:8]([CH:13]=1)[C:9]([O:11][CH3:12])=[O:10])(=[S:3])[NH2:2].[CH3:16]I.